Dataset: Reaction yield outcomes from USPTO patents with 853,638 reactions. Task: Predict the reaction yield, written as a fraction of the theoretical maximum amount of product (1.0 means a 100% yield; for example, 0.34 means a 34% yield). (1) The reactants are [CH3:1][O:2][C:3](=[O:33])[CH2:4][C@H:5]1[C:9]2[CH:10]=[CH:11][C:12]([O:14][C@H:15]3[C:23]4[C:18](=[C:19](B5OC(C)(C)C(C)(C)O5)[CH:20]=[CH:21][CH:22]=4)[CH2:17][CH2:16]3)=[CH:13][C:8]=2[O:7][CH2:6]1.Br[C:35]1[C:36]([CH3:44])=[N:37][C:38]([O:42][CH3:43])=[CH:39][C:40]=1[CH3:41]. No catalyst specified. The product is [CH3:1][O:2][C:3](=[O:33])[CH2:4][C@H:5]1[C:9]2[CH:10]=[CH:11][C:12]([O:14][C@H:15]3[C:23]4[C:18](=[C:19]([C:35]5[C:36]([CH3:44])=[N:37][C:38]([O:42][CH3:43])=[CH:39][C:40]=5[CH3:41])[CH:20]=[CH:21][CH:22]=4)[CH2:17][CH2:16]3)=[CH:13][C:8]=2[O:7][CH2:6]1. The yield is 0.360. (2) The reactants are C[Al](C)C.[NH3:5].[F:6][C:7]1[CH:12]=[CH:11][CH:10]=[C:9]([F:13])[C:8]=1[N:14]1[C:19]2[N:20]=[C:21]([NH:32][CH2:33][C:34](OC)=[O:35])[N:22]=[C:23]([C:24]3[CH:29]=[CH:28][C:27]([F:30])=[CH:26][C:25]=3[CH3:31])[C:18]=2[CH:17]=[CH:16][C:15]1=[O:38]. The catalyst is ClCCl.CCOC(C)=O. The product is [F:13][C:9]1[CH:10]=[CH:11][CH:12]=[C:7]([F:6])[C:8]=1[N:14]1[C:19]2[N:20]=[C:21]([NH:32][CH2:33][C:34]([NH2:5])=[O:35])[N:22]=[C:23]([C:24]3[CH:29]=[CH:28][C:27]([F:30])=[CH:26][C:25]=3[CH3:31])[C:18]=2[CH:17]=[CH:16][C:15]1=[O:38]. The yield is 0.540. (3) The reactants are [CH3:1][O:2][C:3](=[O:11])[C:4]1[CH:9]=[CH:8][C:7](Br)=[CH:6][CH:5]=1.[CH3:12][CH:13]([OH:16])[CH:14]=[CH2:15].C1(P(C2C=CC=CC=2)C2C=CC=CC=2)C=CC=CC=1.CCCCCC. The catalyst is C(N(CC)CC)C.C([O-])(=O)C.[Pd+2].C([O-])(=O)C.C(OCC)(=O)C. The product is [CH3:1][O:2][C:3](=[O:11])[C:4]1[CH:9]=[CH:8][C:7]([CH2:15][CH2:14][C:13](=[O:16])[CH3:12])=[CH:6][CH:5]=1. The yield is 0.260. (4) The reactants are [Cl:1][C:2]1[N:7]=[CH:6][C:5]([O:8][C:9]2[CH:10]=[CH:11][C:12]([N+:24]([O-])=O)=[C:13]([CH2:15][NH:16][C:17](=[O:23])[O:18][C:19]([CH3:22])([CH3:21])[CH3:20])[CH:14]=2)=[CH:4][CH:3]=1.[Cl-].[NH4+].C(O)C. The catalyst is [Fe].O. The product is [NH2:24][C:12]1[CH:11]=[CH:10][C:9]([O:8][C:5]2[CH:6]=[N:7][C:2]([Cl:1])=[CH:3][CH:4]=2)=[CH:14][C:13]=1[CH2:15][NH:16][C:17](=[O:23])[O:18][C:19]([CH3:21])([CH3:20])[CH3:22]. The yield is 0.990. (5) The reactants are [CH3:1][C:2]1[CH:12]=[CH:11][CH:10]=[CH:9][C:3]=1[CH2:4][CH2:5][C:6](O)=[O:7].[H-].[Al+3].[Li+].[H-].[H-].[H-]. The catalyst is O1CCCC1. The product is [C:2]1([CH3:1])[CH:12]=[CH:11][CH:10]=[CH:9][C:3]=1[CH2:4][CH2:5][CH2:6][OH:7]. The yield is 0.960. (6) The reactants are [Si]([O:8][CH2:9][CH2:10][CH2:11][C@@:12]1([C:35]2[CH:40]=[CH:39][C:38]([F:41])=[CH:37][CH:36]=2)[O:17][C:16](=[O:18])[N:15]([C@H:19]([C:21]2[CH:26]=[CH:25][C:24]([C:27]3[CH:32]=[CH:31][C:30](=[O:33])[N:29]([CH3:34])[CH:28]=3)=[CH:23][CH:22]=2)[CH3:20])[CH2:14][CH2:13]1)(C(C)(C)C)(C)C.CCCC[N+](CCCC)(CCCC)CCCC.[F-]. The catalyst is CC#N. The product is [F:41][C:38]1[CH:39]=[CH:40][C:35]([C@:12]2([CH2:11][CH2:10][CH2:9][OH:8])[O:17][C:16](=[O:18])[N:15]([C@H:19]([C:21]3[CH:26]=[CH:25][C:24]([C:27]4[CH:32]=[CH:31][C:30](=[O:33])[N:29]([CH3:34])[CH:28]=4)=[CH:23][CH:22]=3)[CH3:20])[CH2:14][CH2:13]2)=[CH:36][CH:37]=1. The yield is 0.0400.